Dataset: Catalyst prediction with 721,799 reactions and 888 catalyst types from USPTO. Task: Predict which catalyst facilitates the given reaction. (1) Reactant: [S:1]([N:11]1[CH2:16][CH2:15][N:14]2[CH:17]=[CH:18][CH:19]=[C:13]2[CH:12]1[CH2:20][C:21](O)=[O:22])([C:4]1[CH:10]=[CH:9][C:7]([CH3:8])=[CH:6][CH:5]=1)(=[O:3])=[O:2].CCN(C(C)C)C(C)C.CN(C(ON1N=NC2C=CC=NC1=2)=[N+](C)C)C.F[P-](F)(F)(F)(F)F.[C:57]([NH:61][CH2:62][C:63]1[CH:64]=[C:65]2[C:70](=[CH:71][CH:72]=1)[C@H:69]([NH2:73])[CH2:68][CH2:67][CH2:66]2)([CH3:60])([CH3:59])[CH3:58]. Product: [C:57]([NH:61][CH2:62][C:63]1[CH:64]=[C:65]2[C:70](=[CH:71][CH:72]=1)[C@H:69]([NH:73][C:21](=[O:22])[CH2:20][CH:12]1[N:11]([S:1]([C:4]3[CH:5]=[CH:6][C:7]([CH3:8])=[CH:9][CH:10]=3)(=[O:2])=[O:3])[CH2:16][CH2:15][N:14]3[CH:17]=[CH:18][CH:19]=[C:13]13)[CH2:68][CH2:67][CH2:66]2)([CH3:60])([CH3:58])[CH3:59]. The catalyst class is: 56. (2) Reactant: [F:1][C:2]([F:9])([F:8])[CH:3]1[CH2:7][CH2:6][CH2:5][NH:4]1.[Cl:10][CH2:11][C:12](Cl)=[O:13]. Product: [Cl:10][CH2:11][C:12]([N:4]1[CH2:5][CH2:6][CH2:7][CH:3]1[C:2]([F:9])([F:8])[F:1])=[O:13]. The catalyst class is: 2.